From a dataset of Catalyst prediction with 721,799 reactions and 888 catalyst types from USPTO. Predict which catalyst facilitates the given reaction. (1) Reactant: [NH2:1][C@H:2]([C:4]1[N:5]=[C:6]2[S:20][CH:19]=[C:18]([CH3:21])[N:7]2[C:8](=[O:17])[C:9]=1[C:10]1[CH:15]=[CH:14][CH:13]=[C:12]([F:16])[CH:11]=1)[CH3:3].Cl[C:23]1[N:31]=[CH:30][N:29]=[C:28]2[C:24]=1[NH:25][CH:26]=[N:27]2.C(N(CC)C(C)C)(C)C.C(Cl)Cl. Product: [N:31]1[C:23]([NH:1][C@H:2]([C:4]2[N:5]=[C:6]3[S:20][CH:19]=[C:18]([CH3:21])[N:7]3[C:8](=[O:17])[C:9]=2[C:10]2[CH:15]=[CH:14][CH:13]=[C:12]([F:16])[CH:11]=2)[CH3:3])=[C:24]2[C:28]([NH:27][CH:26]=[N:25]2)=[N:29][CH:30]=1. The catalyst class is: 51. (2) Reactant: [NH2:1][C:2]1[S:3][C:4]2[C:9]([N:10]=1)=[CH:8][CH:7]=[C:6]([O:11][C:12]1[C:13]([Cl:33])=[CH:14][C:15]([F:32])=[C:16]([NH:18][C:19](=[O:31])[C:20]3[CH:25]=[CH:24][CH:23]=[C:22]([C:26]([C:29]#[N:30])([CH3:28])[CH3:27])[CH:21]=3)[CH:17]=1)[N:5]=2.[CH3:34][O:35][CH2:36][C:37](Cl)=[O:38]. Product: [Cl:33][C:13]1[C:12]([O:11][C:6]2[N:5]=[C:4]3[S:3][C:2]([NH:1][C:37](=[O:38])[CH2:36][O:35][CH3:34])=[N:10][C:9]3=[CH:8][CH:7]=2)=[CH:17][C:16]([NH:18][C:19](=[O:31])[C:20]2[CH:25]=[CH:24][CH:23]=[C:22]([C:26]([C:29]#[N:30])([CH3:28])[CH3:27])[CH:21]=2)=[C:15]([F:32])[CH:14]=1. The catalyst class is: 300. (3) Reactant: [CH3:1][O:2][CH2:3][CH2:4][NH:5][CH2:6][CH2:7][O:8][CH3:9].N1C=CC=CC=1.[C:16](Cl)(=[O:21])[O:17][CH:18]([Cl:20])[CH3:19]. Product: [CH3:1][O:2][CH2:3][CH2:4][N:5]([CH2:6][CH2:7][O:8][CH3:9])[C:16](=[O:21])[O:17][CH:18]([Cl:20])[CH3:19]. The catalyst class is: 2. (4) Reactant: [Br:1][C:2]1[CH:3]=[C:4]2[C:9](=[CH:10][CH:11]=1)[N:8]=[C:7]([NH:12][CH2:13][C:14]1[CH:19]=[CH:18][C:17]([O:20][CH3:21])=[CH:16][CH:15]=1)[C:6](I)=[CH:5]2.[NH:23]1[CH2:28][CH2:27][O:26][CH2:25][CH2:24]1.C(=O)([O-])[O-].[Cs+].[Cs+].C(C1CCCCC1=O)(=O)C(C)C. Product: [Br:1][C:2]1[CH:3]=[C:4]2[C:9](=[CH:10][CH:11]=1)[N:8]=[C:7]([NH:12][CH2:13][C:14]1[CH:19]=[CH:18][C:17]([O:20][CH3:21])=[CH:16][CH:15]=1)[C:6]([N:23]1[CH2:28][CH2:27][O:26][CH2:25][CH2:24]1)=[CH:5]2. The catalyst class is: 3. (5) Reactant: [CH3:1][N:2]([CH3:7])[S:3](Cl)(=[O:5])=[O:4].[Cl:8][C:9]1[CH:34]=[CH:33][C:12]2[N:13]3[C:17]([CH2:18][NH:19][CH2:20][C:11]=2[CH:10]=1)=[N:16][N:15]=[C:14]3[CH:21]1[CH2:26][CH2:25][N:24]([C:27]2[CH:32]=[CH:31][CH:30]=[CH:29][N:28]=2)[CH2:23][CH2:22]1.N1C=CC=CC=1. Product: [NH3:2].[CH3:1][N:2]([CH3:7])[S:3]([N:19]1[CH2:18][C:17]2[N:13]([C:14]([CH:21]3[CH2:26][CH2:25][N:24]([C:27]4[CH:32]=[CH:31][CH:30]=[CH:29][N:28]=4)[CH2:23][CH2:22]3)=[N:15][N:16]=2)[C:12]2[CH:33]=[CH:34][C:9]([Cl:8])=[CH:10][C:11]=2[CH2:20]1)(=[O:5])=[O:4]. The catalyst class is: 4.